This data is from Peptide-MHC class I binding affinity with 185,985 pairs from IEDB/IMGT. The task is: Regression. Given a peptide amino acid sequence and an MHC pseudo amino acid sequence, predict their binding affinity value. This is MHC class I binding data. (1) The peptide sequence is DILASIIDY. The MHC is HLA-A01:01 with pseudo-sequence HLA-A01:01. The binding affinity (normalized) is 0.0847. (2) The peptide sequence is RSSPRETMK. The MHC is HLA-A02:12 with pseudo-sequence HLA-A02:12. The binding affinity (normalized) is 0.0847. (3) The peptide sequence is RECGARVIL. The MHC is HLA-B39:01 with pseudo-sequence HLA-B39:01. The binding affinity (normalized) is 0.444. (4) The peptide sequence is SVIDHIHYM. The MHC is HLA-A69:01 with pseudo-sequence HLA-A69:01. The binding affinity (normalized) is 1.00. (5) The peptide sequence is ETDVMTRGQ. The MHC is HLA-B40:01 with pseudo-sequence HLA-B40:01. The binding affinity (normalized) is 0.0847. (6) The peptide sequence is DTHYTVEFDR. The MHC is HLA-A33:01 with pseudo-sequence HLA-A33:01. The binding affinity (normalized) is 0.404. (7) The peptide sequence is RIAQGVLQR. The MHC is HLA-B44:02 with pseudo-sequence HLA-B44:02. The binding affinity (normalized) is 0.0847.